Task: Predict the product of the given reaction.. Dataset: Forward reaction prediction with 1.9M reactions from USPTO patents (1976-2016) (1) The product is: [CH3:33][O:32][C:11]1[CH:12]=[C:13]2[C:18](=[CH:19][C:10]=1[O:9][CH2:8][CH2:7][N:40]1[CH2:45][CH2:44][CH2:43][CH:42]([C:46]([O:48][CH2:49][CH3:50])=[O:47])[CH2:41]1)[N:17]=[CH:16][CH:15]=[C:14]2[O:20][C:21]1[C:22]([CH3:31])=[N:23][C:24]2[C:29]([CH:30]=1)=[CH:28][CH:27]=[CH:26][CH:25]=2. Given the reactants CN(C)C=O.Cl[CH2:7][CH2:8][O:9][C:10]1[CH:19]=[C:18]2[C:13]([C:14]([O:20][C:21]3[C:22]([CH3:31])=[N:23][C:24]4[C:29]([CH:30]=3)=[CH:28][CH:27]=[CH:26][CH:25]=4)=[CH:15][CH:16]=[N:17]2)=[CH:12][C:11]=1[O:32][CH3:33].C(=O)([O-])[O-].[K+].[K+].[NH:40]1[CH2:45][CH2:44][CH2:43][CH:42]([C:46]([O:48][CH2:49][CH3:50])=[O:47])[CH2:41]1, predict the reaction product. (2) Given the reactants [C:1]([O:5][C:6]([N:8]1[CH2:17][C:16]([CH3:19])([CH3:18])[C:15]2[C:10](=[CH:11][C:12]([NH:20][C:21](=[O:29])[C:22]3[CH:27]=[CH:26][CH:25]=[CH:24][C:23]=3[NH2:28])=[CH:13][CH:14]=2)[CH2:9]1)=[O:7])([CH3:4])([CH3:3])[CH3:2].Cl[C:31]1[CH:40]=[CH:39][C:38]2[C:33](=[CH:34][N:35]=[CH:36][CH:37]=2)[N:32]=1.[Li]N([Si](C)(C)C)[Si](C)(C)C, predict the reaction product. The product is: [C:1]([O:5][C:6]([N:8]1[CH2:17][C:16]([CH3:19])([CH3:18])[C:15]2[C:10](=[CH:11][C:12]([NH:20][C:21](=[O:29])[C:22]3[CH:27]=[CH:26][CH:25]=[CH:24][C:23]=3[NH:28][C:31]3[CH:40]=[CH:39][C:38]4[C:33](=[CH:34][N:35]=[CH:36][CH:37]=4)[N:32]=3)=[CH:13][CH:14]=2)[CH2:9]1)=[O:7])([CH3:2])([CH3:3])[CH3:4]. (3) Given the reactants C(P([CH2:8][C:9]([O-:11])=[O:10])(CC)CC)C.[CH3:12][CH2:13][CH2:14][CH2:15][CH2:16][CH3:17].[H-].[Na+].[CH:20]1(C=O)CCC[CH2:21]1, predict the reaction product. The product is: [CH2:20]([O:11][C:9](=[O:10])/[CH:8]=[CH:12]/[CH:13]1[CH2:17][CH2:16][CH2:15][CH2:14]1)[CH3:21]. (4) Given the reactants [NH2:1][N:2]1[C:6]2[CH:7]=[CH:8][CH:9]=[CH:10][C:5]=2[N:4]=[C:3]1[S:11][CH2:12][C:13]1[C:18]([CH3:19])=[C:17]([O:20][CH2:21][C:22]([F:25])([F:24])[F:23])[CH:16]=[CH:15][N:14]=1.ClC1C=CC=C(C(OO)=[O:34])C=1.S([O-])([O-])=O.[Na+].[Na+].C(=O)(O)[O-].[Na+], predict the reaction product. The product is: [NH2:1][N:2]1[C:6]2[CH:7]=[CH:8][CH:9]=[CH:10][C:5]=2[N:4]=[C:3]1[S:11]([CH2:12][C:13]1[C:18]([CH3:19])=[C:17]([O:20][CH2:21][C:22]([F:25])([F:24])[F:23])[CH:16]=[CH:15][N:14]=1)=[O:34]. (5) Given the reactants [CH:1]1([N:5]2[CH2:10][CH2:9][CH:8]([O:11][CH:12]3[CH2:17][CH2:16][NH:15][CH2:14][CH2:13]3)[CH2:7][CH2:6]2)[CH2:4][CH2:3][CH2:2]1.[F:18][C:19]1[CH:20]=[C:21]([CH:24]=[CH:25][C:26]=1F)[C:22]#[N:23].C(=O)([O-])[O-].[K+].[K+], predict the reaction product. The product is: [CH:1]1([N:5]2[CH2:10][CH2:9][CH:8]([O:11][CH:12]3[CH2:17][CH2:16][N:15]([C:26]4[CH:25]=[CH:24][C:21]([C:22]#[N:23])=[CH:20][C:19]=4[F:18])[CH2:14][CH2:13]3)[CH2:7][CH2:6]2)[CH2:4][CH2:3][CH2:2]1. (6) Given the reactants C([S:4][CH2:5][CH2:6][N:7]([CH2:22][CH2:23][C:24]1[CH:29]=[CH:28][CH:27]=[CH:26][CH:25]=1)[C:8](=[O:21])[NH:9][C@@H:10]([CH3:20])[C:11]([N:13]1[CH2:18][CH2:17][N:16]([CH3:19])[CH2:15][CH2:14]1)=[O:12])(=O)C.[OH-].[Na+].C(O)(=O)CC(CC(O)=O)(C(O)=O)O, predict the reaction product. The product is: [SH:4][CH2:5][CH2:6][N:7]([CH2:22][CH2:23][C:24]1[CH:25]=[CH:26][CH:27]=[CH:28][CH:29]=1)[C:8](=[O:21])[NH:9][C@@H:10]([CH3:20])[C:11]([N:13]1[CH2:14][CH2:15][N:16]([CH3:19])[CH2:17][CH2:18]1)=[O:12].